The task is: Regression. Given two drug SMILES strings and cell line genomic features, predict the synergy score measuring deviation from expected non-interaction effect.. This data is from NCI-60 drug combinations with 297,098 pairs across 59 cell lines. (1) Drug 1: CC1=C2C(C(=O)C3(C(CC4C(C3C(C(C2(C)C)(CC1OC(=O)C(C(C5=CC=CC=C5)NC(=O)OC(C)(C)C)O)O)OC(=O)C6=CC=CC=C6)(CO4)OC(=O)C)OC)C)OC. Drug 2: C1C(C(OC1N2C=C(C(=O)NC2=O)F)CO)O. Cell line: MDA-MB-231. Synergy scores: CSS=40.0, Synergy_ZIP=-8.59, Synergy_Bliss=-14.4, Synergy_Loewe=-8.71, Synergy_HSA=-6.79. (2) Drug 1: CS(=O)(=O)C1=CC(=C(C=C1)C(=O)NC2=CC(=C(C=C2)Cl)C3=CC=CC=N3)Cl. Drug 2: CNC(=O)C1=CC=CC=C1SC2=CC3=C(C=C2)C(=NN3)C=CC4=CC=CC=N4. Cell line: OVCAR-8. Synergy scores: CSS=10.1, Synergy_ZIP=1.76, Synergy_Bliss=6.24, Synergy_Loewe=4.75, Synergy_HSA=4.97.